From a dataset of NCI-60 drug combinations with 297,098 pairs across 59 cell lines. Regression. Given two drug SMILES strings and cell line genomic features, predict the synergy score measuring deviation from expected non-interaction effect. (1) Synergy scores: CSS=6.02, Synergy_ZIP=-0.0487, Synergy_Bliss=2.50, Synergy_Loewe=1.83, Synergy_HSA=2.44. Drug 2: C1CC(=O)NC(=O)C1N2C(=O)C3=CC=CC=C3C2=O. Drug 1: CC(C1=C(C=CC(=C1Cl)F)Cl)OC2=C(N=CC(=C2)C3=CN(N=C3)C4CCNCC4)N. Cell line: TK-10. (2) Synergy scores: CSS=0.946, Synergy_ZIP=-0.750, Synergy_Bliss=-1.36, Synergy_Loewe=-2.38, Synergy_HSA=-2.51. Cell line: MCF7. Drug 2: CC1CCC2CC(C(=CC=CC=CC(CC(C(=O)C(C(C(=CC(C(=O)CC(OC(=O)C3CCCCN3C(=O)C(=O)C1(O2)O)C(C)CC4CCC(C(C4)OC)O)C)C)O)OC)C)C)C)OC. Drug 1: C1=NC2=C(N=C(N=C2N1C3C(C(C(O3)CO)O)O)F)N. (3) Drug 1: CC=C1C(=O)NC(C(=O)OC2CC(=O)NC(C(=O)NC(CSSCCC=C2)C(=O)N1)C(C)C)C(C)C. Drug 2: C(CC(=O)O)C(=O)CN.Cl. Cell line: SW-620. Synergy scores: CSS=15.5, Synergy_ZIP=-8.83, Synergy_Bliss=-3.84, Synergy_Loewe=-5.48, Synergy_HSA=-5.39. (4) Drug 1: CC1C(C(CC(O1)OC2CC(OC(C2O)C)OC3=CC4=CC5=C(C(=O)C(C(C5)C(C(=O)C(C(C)O)O)OC)OC6CC(C(C(O6)C)O)OC7CC(C(C(O7)C)O)OC8CC(C(C(O8)C)O)(C)O)C(=C4C(=C3C)O)O)O)O. Drug 2: CN(CC1=CN=C2C(=N1)C(=NC(=N2)N)N)C3=CC=C(C=C3)C(=O)NC(CCC(=O)O)C(=O)O. Cell line: A549. Synergy scores: CSS=65.3, Synergy_ZIP=1.70, Synergy_Bliss=0.944, Synergy_Loewe=-10.4, Synergy_HSA=-0.976. (5) Drug 1: C1=CN(C(=O)N=C1N)C2C(C(C(O2)CO)O)(F)F. Drug 2: CN1C(=O)N2C=NC(=C2N=N1)C(=O)N. Cell line: UACC62. Synergy scores: CSS=34.6, Synergy_ZIP=-1.08, Synergy_Bliss=-1.44, Synergy_Loewe=-4.98, Synergy_HSA=0.958. (6) Drug 1: C1=CC(=CC=C1CCC2=CNC3=C2C(=O)NC(=N3)N)C(=O)NC(CCC(=O)O)C(=O)O. Drug 2: COCCOC1=C(C=C2C(=C1)C(=NC=N2)NC3=CC=CC(=C3)C#C)OCCOC.Cl. Cell line: NCI-H322M. Synergy scores: CSS=27.5, Synergy_ZIP=6.09, Synergy_Bliss=5.82, Synergy_Loewe=6.66, Synergy_HSA=8.28. (7) Drug 1: CC(C1=C(C=CC(=C1Cl)F)Cl)OC2=C(N=CC(=C2)C3=CN(N=C3)C4CCNCC4)N. Drug 2: CCCCCOC(=O)NC1=NC(=O)N(C=C1F)C2C(C(C(O2)C)O)O. Cell line: LOX IMVI. Synergy scores: CSS=6.70, Synergy_ZIP=-3.60, Synergy_Bliss=-1.85, Synergy_Loewe=-6.50, Synergy_HSA=0.584. (8) Drug 1: CC1=CC2C(CCC3(C2CCC3(C(=O)C)OC(=O)C)C)C4(C1=CC(=O)CC4)C. Drug 2: CC1=C2C(C(=O)C3(C(CC4C(C3C(C(C2(C)C)(CC1OC(=O)C(C(C5=CC=CC=C5)NC(=O)OC(C)(C)C)O)O)OC(=O)C6=CC=CC=C6)(CO4)OC(=O)C)O)C)O. Cell line: COLO 205. Synergy scores: CSS=63.3, Synergy_ZIP=11.1, Synergy_Bliss=5.69, Synergy_Loewe=-43.5, Synergy_HSA=4.86. (9) Drug 2: C1CCC(CC1)NC(=O)N(CCCl)N=O. Synergy scores: CSS=54.3, Synergy_ZIP=3.00, Synergy_Bliss=2.76, Synergy_Loewe=4.97, Synergy_HSA=7.30. Drug 1: CC1=C2C(C(=O)C3(C(CC4C(C3C(C(C2(C)C)(CC1OC(=O)C(C(C5=CC=CC=C5)NC(=O)OC(C)(C)C)O)O)OC(=O)C6=CC=CC=C6)(CO4)OC(=O)C)OC)C)OC. Cell line: UACC62.